Dataset: Forward reaction prediction with 1.9M reactions from USPTO patents (1976-2016). Task: Predict the product of the given reaction. Given the reactants [C:1]1([N:7]2[C:11](=[O:12])[CH:10]([C:13](=O)[CH2:14][C:15](=O)[CH3:16])[C:9]([CH3:19])=[N:8]2)[CH:6]=[CH:5][CH:4]=[CH:3][CH:2]=1.[OH:20][CH2:21][CH2:22][NH:23][NH2:24], predict the reaction product. The product is: [OH:20][CH2:21][CH2:22][N:23]1[C:13]([C:10]2[C:9]([CH3:19])=[N:8][N:7]([C:1]3[CH:6]=[CH:5][CH:4]=[CH:3][CH:2]=3)[C:11]=2[OH:12])=[CH:14][C:15]([CH3:16])=[N:24]1.